This data is from Reaction yield outcomes from USPTO patents with 853,638 reactions. The task is: Predict the reaction yield, written as a fraction of the theoretical maximum amount of product (1.0 means a 100% yield; for example, 0.34 means a 34% yield). (1) The reactants are [CH3:1][C:2]1([C:17]([O:19]C)=[O:18])[CH2:6][CH2:5][N:4]([C:7]([O:9][CH2:10][C:11]2[CH:16]=[CH:15][CH:14]=[CH:13][CH:12]=2)=[O:8])[CH2:3]1.[Li+].[OH-]. The catalyst is C(O)C. The product is [CH2:10]([O:9][C:7]([N:4]1[CH2:5][CH2:6][C:2]([CH3:1])([C:17]([OH:19])=[O:18])[CH2:3]1)=[O:8])[C:11]1[CH:12]=[CH:13][CH:14]=[CH:15][CH:16]=1. The yield is 0.990. (2) The yield is 0.580. The reactants are C(OC([N:11]1[CH2:16][CH2:15][N:14]([C:17]2[C:25]3[S:24][C:23]([NH:26][C:27]([C:29]4[S:30][C:31]([CH3:34])=[CH:32][CH:33]=4)=[O:28])=[N:22][C:21]=3[C:20]([O:35][CH3:36])=[CH:19][CH:18]=2)[CH2:13][CH2:12]1)=O)C1C=CC=CC=1.B(F)(F)F.CCOCC.C(S)C. The product is [CH3:36][O:35][C:20]1[C:21]2[N:22]=[C:23]([NH:26][C:27]([C:29]3[S:30][C:31]([CH3:34])=[CH:32][CH:33]=3)=[O:28])[S:24][C:25]=2[C:17]([N:14]2[CH2:13][CH2:12][NH:11][CH2:16][CH2:15]2)=[CH:18][CH:19]=1. The catalyst is ClCCl. (3) The reactants are C(N)C1C=CC=CC=1.[F:9][C:10]1[CH:11]=[C:12]([CH2:17][NH2:18])[CH:13]=[CH:14][C:15]=1[F:16].[Br:19][C:20]1[S:21][C:22]([C:26](O)=[O:27])=[C:23]([CH3:25])[N:24]=1. No catalyst specified. The product is [Br:19][C:20]1[S:21][C:22]([C:26]([NH:18][CH2:17][C:12]2[CH:13]=[CH:14][C:15]([F:16])=[C:10]([F:9])[CH:11]=2)=[O:27])=[C:23]([CH3:25])[N:24]=1. The yield is 0.610. (4) The reactants are [F:1][CH2:2][CH:3]([OH:40])[CH2:4][O:5][C@H:6]1[CH2:11][CH2:10][C@H:9]([N:12]2[C:17](=[O:18])[C:16]([CH2:19][C:20]3[CH:25]=[CH:24][C:23]([C:26]4[C:27]([C:32]#[N:33])=[CH:28][CH:29]=[CH:30][CH:31]=4)=[CH:22][CH:21]=3)=[C:15]([CH2:34][CH2:35][CH3:36])[N:14]3[N:37]=[CH:38][N:39]=[C:13]23)[CH2:8][CH2:7]1.[CH3:41]C(OI1(OC(C)=O)(OC(C)=O)OC(=O)C2C=CC=CC1=2)=O.C(=O)([O-])O.[Na+].S([O-])([O-])(=O)=S.[Na+].[Na+]. The catalyst is C(#N)C. The product is [F:1][CH2:2][C:3]1([CH2:4][O:5][C@H:6]2[CH2:11][CH2:10][C@H:9]([N:12]3[C:17](=[O:18])[C:16]([CH2:19][C:20]4[CH:25]=[CH:24][C:23]([C:26]5[C:27]([C:32]#[N:33])=[CH:28][CH:29]=[CH:30][CH:31]=5)=[CH:22][CH:21]=4)=[C:15]([CH2:34][CH2:35][CH3:36])[N:14]4[N:37]=[CH:38][N:39]=[C:13]34)[CH2:8][CH2:7]2)[CH2:41][O:40]1. The yield is 0.520. (5) The reactants are [O:1]1[C:5]2[CH:6]=[CH:7][C:8]([C:10]3[O:11][C:12](SC)=[N:13][N:14]=3)=[CH:9][C:4]=2[CH2:3][CH2:2]1.Cl[C:18]1C=CC=C(C(OO)=O)C=1.[S:28]([O-:32])([O-])(=[O:30])=S.[Na+].[Na+]. The catalyst is C(#N)C. The product is [O:1]1[C:5]2[CH:6]=[CH:7][C:8]([C:10]3[O:11][C:12]([S:28]([CH3:18])(=[O:32])=[O:30])=[N:13][N:14]=3)=[CH:9][C:4]=2[CH2:3][CH2:2]1. The yield is 0.780. (6) The reactants are [CH2:1]([O:8][C:9]1[CH:33]=[CH:32][C:12]([CH2:13][N:14]([CH2:24][CH2:25][C:26]2[CH:31]=[CH:30][CH:29]=[CH:28][N:27]=2)[C:15](=[O:23])[C:16]2[CH:21]=[CH:20][CH:19]=[CH:18][C:17]=2[Cl:22])=[CH:11][C:10]=1[OH:34])[C:2]1[CH:7]=[CH:6][CH:5]=[CH:4][CH:3]=1.C([O-])([O-])=O.[K+].[K+].Cl.[CH3:42][N:43]([CH3:47])[CH2:44][CH2:45]Cl. The catalyst is CN(C=O)C. The product is [CH2:1]([O:8][C:9]1[CH:33]=[CH:32][C:12]([CH2:13][N:14]([CH2:24][CH2:25][C:26]2[CH:31]=[CH:30][CH:29]=[CH:28][N:27]=2)[C:15](=[O:23])[C:16]2[CH:21]=[CH:20][CH:19]=[CH:18][C:17]=2[Cl:22])=[CH:11][C:10]=1[O:34][CH2:45][CH2:44][N:43]([CH3:47])[CH3:42])[C:2]1[CH:7]=[CH:6][CH:5]=[CH:4][CH:3]=1. The yield is 0.700.